This data is from Retrosynthesis with 50K atom-mapped reactions and 10 reaction types from USPTO. The task is: Predict the reactants needed to synthesize the given product. Given the product c1ccc(N2CCN(c3nn(-c4ccccc4)c4ccccc34)CC2)cc1, predict the reactants needed to synthesize it. The reactants are: Fc1ccccc1C(=NNc1ccccc1)N1CCN(c2ccccc2)CC1.